Dataset: Reaction yield outcomes from USPTO patents with 853,638 reactions. Task: Predict the reaction yield, written as a fraction of the theoretical maximum amount of product (1.0 means a 100% yield; for example, 0.34 means a 34% yield). (1) The reactants are [CH:1]1[CH:6]=[N:5][CH:4]=[C:3]([N:7]=[C:8]=[O:9])[CH:2]=1.[C:10]([C:14]1[CH:21]=[CH:20][C:17]([CH2:18][NH2:19])=[CH:16][CH:15]=1)([CH3:13])([CH3:12])[CH3:11].[C:22](OCC)(=[O:29])[CH2:23][C:24](OCC)=[O:25].[O-]CC.[Na+]. The catalyst is ClCCl.C(O)C.C(OCC)(=O)C. The product is [CH3:12][C:10]([C:14]1[CH:15]=[CH:16][C:17]([CH2:18][N:19]2[C:24](=[O:25])[CH2:23][C:22](=[O:29])[N:7]([C:3]3[CH:4]=[N:5][CH:6]=[CH:1][CH:2]=3)[C:8]2=[O:9])=[CH:20][CH:21]=1)([CH3:13])[CH3:11]. The yield is 0.190. (2) The reactants are [CH2:1]([O:8][C:9]1[C:14](=[O:15])[CH:13]=[CH:12]O[C:10]=1[CH3:16])[C:2]1[CH:7]=[CH:6][CH:5]=[CH:4][CH:3]=1.[OH-].[NH4+:18]. The catalyst is C(O)C. The product is [CH2:1]([O:8][C:9]1[C:14](=[O:15])[CH:13]=[CH:12][NH:18][C:10]=1[CH3:16])[C:2]1[CH:7]=[CH:6][CH:5]=[CH:4][CH:3]=1. The yield is 0.640.